This data is from Reaction yield outcomes from USPTO patents with 853,638 reactions. The task is: Predict the reaction yield, written as a fraction of the theoretical maximum amount of product (1.0 means a 100% yield; for example, 0.34 means a 34% yield). (1) The reactants are C([Li])CCC.CC1(C)CCCC(C)(C)N1.[Cl:16][C:17]1[CH:18]=[CH:19][C:20](F)=[N:21][CH:22]=1.[Br:24][C:25]1[CH:30]=[CH:29][C:28]([OH:31])=[CH:27][C:26]=1[F:32].[C:33](=O)([O-])[O-:34].[K+].[K+].CS(O)(=O)=O.O=P12OP3(OP(OP(O3)(O1)=O)(=O)O2)=O. The catalyst is C1COCC1.CCOC(C)=O.CO. The product is [Br:24][C:25]1[CH:30]=[C:29]2[C:28](=[CH:27][C:26]=1[F:32])[O:31][C:20]1=[N:21][CH:22]=[C:17]([Cl:16])[CH:18]=[C:19]1[C:33]2=[O:34]. The yield is 0.430. (2) The catalyst is Cl.CCOCC. The reactants are C([O:5][C:6]([N:8]1[C:12]2[CH:13]=[CH:14][C:15]([O:17][CH3:18])=[CH:16][C:11]=2[N:10]=[C:9]1[C:19]1[CH:24]=[C:23]([N:25]2[CH2:30]C[CH:28]([C:31]([N:33]3[CH2:37][CH2:36][CH2:35][CH2:34]3)=[O:32])[CH2:27][CH2:26]2)[CH:22]=[CH:21][C:20]=1[Cl:38])=[O:7])(C)(C)C.ClCCl.CO. The product is [CH:6]([OH:7])=[O:5].[Cl:38][C:20]1[CH:21]=[CH:22][C:23]([N:25]2[CH2:30][CH:28]([C:31]([N:33]3[CH2:37][CH2:36][CH2:35][CH2:34]3)=[O:32])[CH2:27][CH2:26]2)=[CH:24][C:19]=1[C:9]1[NH:8][C:12]2[CH:13]=[CH:14][C:15]([O:17][CH3:18])=[CH:16][C:11]=2[N:10]=1. The yield is 1.00. (3) The reactants are [F:1][C:2]1[CH:3]=[C:4]([CH2:12][C:13]([OH:15])=[O:14])[CH:5]=[CH:6][C:7]=1[C:8]([F:11])([F:10])[F:9].[CH3:16]O. The catalyst is S(=O)(=O)(O)O. The product is [CH3:16][O:14][C:13](=[O:15])[CH2:12][C:4]1[CH:5]=[CH:6][C:7]([C:8]([F:11])([F:10])[F:9])=[C:2]([F:1])[CH:3]=1. The yield is 0.970. (4) The reactants are [S:1]1[C:5]2[CH:6]=[CH:7][CH:8]=[CH:9][C:4]=2[N:3]=[C:2]1[C:10]1[CH:19]=[C:18]([NH:20][C:21](=[O:23])[CH3:22])[CH:17]=[C:16]2[C:11]=1[CH2:12][CH2:13][N:14](C(=O)C(F)(F)F)[CH2:15]2.O.[OH-].[Li+]. The catalyst is CO.ClCCl. The product is [S:1]1[C:5]2[CH:6]=[CH:7][CH:8]=[CH:9][C:4]=2[N:3]=[C:2]1[C:10]1[CH:19]=[C:18]([NH:20][C:21](=[O:23])[CH3:22])[CH:17]=[C:16]2[C:11]=1[CH2:12][CH2:13][NH:14][CH2:15]2. The yield is 0.520. (5) The reactants are Cl.[CH3:2][O:3][NH:4][CH3:5].N1C=CC=CC=1.[C:12](Cl)(=[O:16])[C:13]([CH3:15])=[CH2:14]. The catalyst is C1COCC1. The product is [CH3:2][O:3][N:4]([CH3:5])[C:12](=[O:16])[C:13]([CH3:15])=[CH2:14]. The yield is 0.875. (6) The reactants are [CH3:1][C:2]([CH3:10])([C:5](=O)[CH2:6][C:7]#[N:8])[C:3]#[N:4].S(O)(O)(=O)=O.NO.C(C1C=C(N)[O:23][N:22]=1)(C)C. No catalyst specified. The product is [NH2:8][C:7]1[O:23][N:22]=[C:5]([C:2]([CH3:10])([CH3:1])[C:3]#[N:4])[CH:6]=1. The yield is 0.230. (7) The reactants are [N:1]1[CH:6]=[CH:5][C:4]([N:7]2[CH2:12][CH2:11][CH:10]([CH2:13][NH2:14])[CH2:9][CH2:8]2)=[CH:3][CH:2]=1.C(N(CC)CC)C.[CH3:22][C:23]([O:26][C:27](O[C:27]([O:26][C:23]([CH3:25])([CH3:24])[CH3:22])=[O:28])=[O:28])([CH3:25])[CH3:24]. The catalyst is ClCCl. The product is [N:1]1[CH:6]=[CH:5][C:4]([N:7]2[CH2:8][CH2:9][CH:10]([CH2:13][NH:14][C:27](=[O:28])[O:26][C:23]([CH3:25])([CH3:24])[CH3:22])[CH2:11][CH2:12]2)=[CH:3][CH:2]=1. The yield is 0.220. (8) The reactants are C([O:8][C:9]1[CH:10]=[C:11]([C:23]2([C:26]#[N:27])[CH2:25][CH2:24]2)[CH:12]=[CH:13][C:14]=1[O:15]CC1C=CC=CC=1)C1C=CC=CC=1. The catalyst is CO.[Pd]. The product is [OH:8][C:9]1[CH:10]=[C:11]([C:23]2([C:26]#[N:27])[CH2:24][CH2:25]2)[CH:12]=[CH:13][C:14]=1[OH:15]. The yield is 0.920. (9) The reactants are O1CCCC1.[C:6]1([S:12][C:13]2[N:18]=[CH:17][C:16]([CH2:19][C:20](Cl)=[N:21][OH:22])=[CH:15][CH:14]=2)[CH:11]=[CH:10][CH:9]=[CH:8][CH:7]=1.[C:24]([C:26]1[C:27]([NH2:32])=[N:28][CH:29]=[CH:30][CH:31]=1)#[CH:25].C(N(CC)CC)C. The catalyst is O. The product is [C:6]1([S:12][C:13]2[N:18]=[CH:17][C:16]([CH2:19][C:20]3[CH:25]=[C:24]([C:26]4[C:27]([NH2:32])=[N:28][CH:29]=[CH:30][CH:31]=4)[O:22][N:21]=3)=[CH:15][CH:14]=2)[CH:11]=[CH:10][CH:9]=[CH:8][CH:7]=1. The yield is 0.230. (10) The reactants are [C:1]([C:5]1[NH:6][C:7]2[CH:8]=[CH:9][C:10]([N+:16]([O-])=O)=[C:11]([C:14]#[N:15])[C:12]=2[CH:13]=1)([CH3:4])([CH3:3])[CH3:2]. The catalyst is CCOC(C)=O.[Ni]. The product is [NH2:16][C:10]1[CH:9]=[CH:8][C:7]2[NH:6][C:5]([C:1]([CH3:2])([CH3:4])[CH3:3])=[CH:13][C:12]=2[C:11]=1[C:14]#[N:15]. The yield is 0.510.